This data is from Catalyst prediction with 721,799 reactions and 888 catalyst types from USPTO. The task is: Predict which catalyst facilitates the given reaction. (1) Reactant: [N+:1]([C:4]1[CH:5]=[N:6][NH:7][CH:8]=1)([O-:3])=[O:2].[H-].[Na+].I[CH3:12]. Product: [CH3:12][N:6]1[CH:5]=[C:4]([N+:1]([O-:3])=[O:2])[CH:8]=[N:7]1. The catalyst class is: 10. (2) Reactant: [CH:1]([C:4]1[N:5]=[C:6]([C:14]2[CH:19]=[CH:18][C:17]([C:20]([F:23])([F:22])[F:21])=[CH:16][CH:15]=2)[S:7][C:8]=1[C:9]([CH3:13])=[CH:10][O:11]C)([CH3:3])[CH3:2].Cl. Product: [CH:1]([C:4]1[N:5]=[C:6]([C:14]2[CH:15]=[CH:16][C:17]([C:20]([F:22])([F:23])[F:21])=[CH:18][CH:19]=2)[S:7][C:8]=1[CH:9]([CH3:13])[CH:10]=[O:11])([CH3:2])[CH3:3]. The catalyst class is: 7. (3) Reactant: [NH:1]1[CH2:4][CH:3]([NH:5][C:6](=[O:20])[C:7]2[CH:12]=[CH:11][C:10]([C:13]3[CH:18]=[CH:17][CH:16]=[C:15]([F:19])[CH:14]=3)=[N:9][CH:8]=2)[CH2:2]1.CCN(C(C)C)C(C)C.[C:30](Cl)(=[O:35])[C:31]([CH3:34])([CH3:33])[CH3:32]. Product: [CH3:32][C:31]([CH3:34])([CH3:33])[C:30]([N:1]1[CH2:4][CH:3]([NH:5][C:6](=[O:20])[C:7]2[CH:12]=[CH:11][C:10]([C:13]3[CH:18]=[CH:17][CH:16]=[C:15]([F:19])[CH:14]=3)=[N:9][CH:8]=2)[CH2:2]1)=[O:35]. The catalyst class is: 248. (4) Reactant: Br[CH2:2][C:3]1[CH:4]=[CH:5][C:6]2[O:10][C:9]([CH3:11])=[N:8][C:7]=2[CH:12]=1.[K].[C:14]1(=[O:24])[NH:18][C:17](=[O:19])[C:16]2=[CH:20][CH:21]=[CH:22][CH:23]=[C:15]12.O. Product: [CH3:11][C:9]1[O:10][C:6]2[CH:5]=[CH:4][C:3]([CH2:2][N:18]3[C:14](=[O:24])[C:15]4[C:16](=[CH:20][CH:21]=[CH:22][CH:23]=4)[C:17]3=[O:19])=[CH:12][C:7]=2[N:8]=1. The catalyst class is: 3. (5) Reactant: [CH2:1]([C:3]1[S:24][C:6]2=[N:7][C:8]([CH3:23])=[C:9]([CH2:18][C:19]([O:21][CH3:22])=[O:20])[C:10]([C:11]3[CH:16]=[CH:15][C:14]([CH3:17])=[CH:13][CH:12]=3)=[C:5]2[C:4]=1[CH3:25])[CH3:2].[Li+].C[Si]([N-][Si](C)(C)C)(C)C.[CH2:36]1[CH2:40]OC[CH2:37]1.ICCC. Product: [CH2:1]([C:3]1[S:24][C:6]2=[N:7][C:8]([CH3:23])=[C:9]([CH:18]([CH2:37][CH2:36][CH3:40])[C:19]([O:21][CH3:22])=[O:20])[C:10]([C:11]3[CH:12]=[CH:13][C:14]([CH3:17])=[CH:15][CH:16]=3)=[C:5]2[C:4]=1[CH3:25])[CH3:2]. The catalyst class is: 3. (6) Reactant: [CH3:1][N:2]([CH3:18])[C:3]([C@@H:5]1[CH2:9][C@@H:8]([OH:10])[CH2:7][N:6]1[C:11]([O:13][C:14]([CH3:17])([CH3:16])[CH3:15])=[O:12])=[O:4].[H-].[Na+].[CH2:21](I)[CH:22]=[CH2:23].O. Product: [CH2:23]([O:10][C@H:8]1[CH2:7][N:6]([C:11]([O:13][C:14]([CH3:15])([CH3:17])[CH3:16])=[O:12])[C@H:5]([C:3]([N:2]([CH3:18])[CH3:1])=[O:4])[CH2:9]1)[CH:22]=[CH2:21]. The catalyst class is: 1. (7) Reactant: Br[CH2:2][CH2:3][O:4][CH2:5][CH2:6][O:7][CH3:8].[NH2:9][C:10]1[CH:11]=[C:12]([OH:18])[CH:13]=[C:14]([O:16][CH3:17])[CH:15]=1.C(=O)([O-])[O-].[K+].[K+].[I-].[Na+]. Product: [CH3:17][O:16][C:14]1[CH:15]=[C:10]([CH:11]=[C:12]([O:18][CH2:2][CH2:3][O:4][CH2:5][CH2:6][O:7][CH3:8])[CH:13]=1)[NH2:9]. The catalyst class is: 21. (8) Reactant: [F:1][C:2]1[C:10]([O:11][CH2:12][C:13]2[CH2:14][C:15]3[C:20]([CH:21]=2)=[CH:19][C:18](B2OC(C)(C)C(C)(C)O2)=[CH:17][CH:16]=3)=[CH:9][CH:8]=[C:7]([F:31])[C:3]=1[C:4]([NH2:6])=[O:5].[C:32]1(OS(C(F)(F)F)(=O)=O)[CH2:37][CH2:36][CH2:35][CH2:34][CH:33]=1.P([O-])([O-])([O-])=O.[K+].[K+].[K+]. Product: [C:32]1([C:18]2[CH:19]=[C:20]3[C:15](=[CH:16][CH:17]=2)[CH2:14][C:13]([CH2:12][O:11][C:10]2[C:2]([F:1])=[C:3]([C:7]([F:31])=[CH:8][CH:9]=2)[C:4]([NH2:6])=[O:5])=[CH:21]3)[CH2:37][CH2:36][CH2:35][CH2:34][CH:33]=1. The catalyst class is: 18.